This data is from NCI-60 drug combinations with 297,098 pairs across 59 cell lines. The task is: Regression. Given two drug SMILES strings and cell line genomic features, predict the synergy score measuring deviation from expected non-interaction effect. (1) Drug 1: CN1C2=C(C=C(C=C2)N(CCCl)CCCl)N=C1CCCC(=O)O.Cl. Drug 2: C1C(C(OC1N2C=NC3=C2NC=NCC3O)CO)O. Cell line: NCIH23. Synergy scores: CSS=3.98, Synergy_ZIP=1.94, Synergy_Bliss=3.16, Synergy_Loewe=2.33, Synergy_HSA=0.649. (2) Drug 1: CN1C2=C(C=C(C=C2)N(CCCl)CCCl)N=C1CCCC(=O)O.Cl. Drug 2: CS(=O)(=O)OCCCCOS(=O)(=O)C. Cell line: MALME-3M. Synergy scores: CSS=2.89, Synergy_ZIP=-1.26, Synergy_Bliss=-0.820, Synergy_Loewe=-0.911, Synergy_HSA=-0.537. (3) Cell line: BT-549. Drug 1: CCC1=CC2CC(C3=C(CN(C2)C1)C4=CC=CC=C4N3)(C5=C(C=C6C(=C5)C78CCN9C7C(C=CC9)(C(C(C8N6C)(C(=O)OC)O)OC(=O)C)CC)OC)C(=O)OC.C(C(C(=O)O)O)(C(=O)O)O. Synergy scores: CSS=49.1, Synergy_ZIP=-5.13, Synergy_Bliss=-5.50, Synergy_Loewe=-5.06, Synergy_HSA=-2.22. Drug 2: CC1C(C(CC(O1)OC2CC(CC3=C2C(=C4C(=C3O)C(=O)C5=C(C4=O)C(=CC=C5)OC)O)(C(=O)CO)O)N)O.Cl. (4) Drug 1: CC1CCC2CC(C(=CC=CC=CC(CC(C(=O)C(C(C(=CC(C(=O)CC(OC(=O)C3CCCCN3C(=O)C(=O)C1(O2)O)C(C)CC4CCC(C(C4)OC)O)C)C)O)OC)C)C)C)OC. Drug 2: C1=NNC2=C1C(=O)NC=N2. Cell line: RPMI-8226. Synergy scores: CSS=46.9, Synergy_ZIP=0.443, Synergy_Bliss=-0.602, Synergy_Loewe=-63.8, Synergy_HSA=-0.239. (5) Drug 1: CC12CCC3C(C1CCC2=O)CC(=C)C4=CC(=O)C=CC34C. Drug 2: CC1=C(C=C(C=C1)C(=O)NC2=CC(=CC(=C2)C(F)(F)F)N3C=C(N=C3)C)NC4=NC=CC(=N4)C5=CN=CC=C5. Cell line: UACC-257. Synergy scores: CSS=40.2, Synergy_ZIP=3.17, Synergy_Bliss=3.58, Synergy_Loewe=1.04, Synergy_HSA=0.612. (6) Drug 1: C1=CN(C=N1)CC(O)(P(=O)(O)O)P(=O)(O)O. Drug 2: CN(CC1=CN=C2C(=N1)C(=NC(=N2)N)N)C3=CC=C(C=C3)C(=O)NC(CCC(=O)O)C(=O)O. Cell line: SW-620. Synergy scores: CSS=42.2, Synergy_ZIP=4.61, Synergy_Bliss=2.80, Synergy_Loewe=-33.0, Synergy_HSA=1.56. (7) Drug 1: CNC(=O)C1=NC=CC(=C1)OC2=CC=C(C=C2)NC(=O)NC3=CC(=C(C=C3)Cl)C(F)(F)F. Drug 2: C1CC(=O)NC(=O)C1N2C(=O)C3=CC=CC=C3C2=O. Cell line: NCIH23. Synergy scores: CSS=3.89, Synergy_ZIP=-2.02, Synergy_Bliss=-3.88, Synergy_Loewe=-2.19, Synergy_HSA=-3.91. (8) Drug 1: C1=CN(C(=O)N=C1N)C2C(C(C(O2)CO)O)O.Cl. Drug 2: CC(C)CN1C=NC2=C1C3=CC=CC=C3N=C2N. Cell line: SNB-19. Synergy scores: CSS=36.7, Synergy_ZIP=-7.39, Synergy_Bliss=0.857, Synergy_Loewe=0.168, Synergy_HSA=1.65. (9) Drug 1: CC1=C(N=C(N=C1N)C(CC(=O)N)NCC(C(=O)N)N)C(=O)NC(C(C2=CN=CN2)OC3C(C(C(C(O3)CO)O)O)OC4C(C(C(C(O4)CO)O)OC(=O)N)O)C(=O)NC(C)C(C(C)C(=O)NC(C(C)O)C(=O)NCCC5=NC(=CS5)C6=NC(=CS6)C(=O)NCCC[S+](C)C)O. Drug 2: C(CCl)NC(=O)N(CCCl)N=O. Cell line: 786-0. Synergy scores: CSS=26.9, Synergy_ZIP=-8.04, Synergy_Bliss=-2.67, Synergy_Loewe=-5.60, Synergy_HSA=3.16. (10) Drug 1: C1=NC(=NC(=O)N1C2C(C(C(O2)CO)O)O)N. Drug 2: CC12CCC3C(C1CCC2OP(=O)(O)O)CCC4=C3C=CC(=C4)OC(=O)N(CCCl)CCCl.[Na+]. Cell line: OVCAR3. Synergy scores: CSS=9.30, Synergy_ZIP=-1.68, Synergy_Bliss=2.78, Synergy_Loewe=-18.4, Synergy_HSA=-0.281.